Dataset: Full USPTO retrosynthesis dataset with 1.9M reactions from patents (1976-2016). Task: Predict the reactants needed to synthesize the given product. (1) The reactants are: [Cl:1][C:2]1[N:11]=[CH:10][C:9]2[NH:8][C:7](=[O:12])[C:6](=[O:13])[N:5]([CH2:14][CH2:15][CH:16]([CH3:18])[CH3:17])[C:4]=2[N:3]=1.C(N(CC)CC)C.[C:26]1(B(O)O)[CH:31]=[CH:30][CH:29]=[CH:28][CH:27]=1. Given the product [Cl:1][C:2]1[N:11]=[CH:10][C:9]2[N:8]([C:26]3[CH:31]=[CH:30][CH:29]=[CH:28][CH:27]=3)[C:7](=[O:12])[C:6](=[O:13])[N:5]([CH2:14][CH2:15][CH:16]([CH3:18])[CH3:17])[C:4]=2[N:3]=1, predict the reactants needed to synthesize it. (2) Given the product [CH2:45]([C@H:23]([NH:17][C:15](=[O:16])[C@@H:14]([NH:13][C:11]([C:2]1[CH:3]=[CH:4][C:5]2[C:10](=[CH:9][CH:8]=[CH:7][CH:6]=2)[N:1]=1)=[O:12])[CH2:18][C:19]([NH2:21])=[O:20])[C@@H:24]([OH:44])[CH:25]([NH:26][S:27]([C:30]1[CH:31]=[CH:32][C:33]([O:36][CH3:37])=[CH:34][CH:35]=1)(=[O:28])=[O:29])[O:84][CH:83]1[CH2:85][CH2:94][CH2:93][CH2:92]1)[C:46]1[CH:51]=[CH:50][CH:49]=[CH:48][CH:47]=1, predict the reactants needed to synthesize it. The reactants are: [N:1]1[C:10]2[C:5](=[CH:6][CH:7]=[CH:8][CH:9]=2)[CH:4]=[CH:3][C:2]=1[C:11]([NH:13][CH:14]([CH2:18][C:19]([NH2:21])=[O:20])[C:15]([NH2:17])=[O:16])=[O:12].N[C@@H:23]([CH2:45][C:46]1[CH:51]=[CH:50][CH:49]=[CH:48][CH:47]=1)[C@H:24]([OH:44])[CH2:25][N:26](OC1CCCC1)[S:27]([C:30]1[CH:35]=[CH:34][C:33]([O:36][CH3:37])=[CH:32][CH:31]=1)(=[O:29])=[O:28].Cl.CN(C)CCCN=C=NCC.ON1C2C=CC=CC=2N=N1.Cl.NC(=O)C[C@H](N[C:83]([C:85]1[CH:94]=[CH:93][C:92]2C(=CC=CC=2)N=1)=[O:84])C(O)=O.C(N(CC)C(C)C)(C)C. (3) Given the product [CH3:12][O:13][C:14](=[O:20])[CH:15]([C:6](=[O:7])[C:5]1[CH:9]=[CH:10][C:2]([Br:1])=[CH:3][C:4]=1[Cl:11])/[C:16](=[N:18]/[CH3:19])/[CH3:17], predict the reactants needed to synthesize it. The reactants are: [Br:1][C:2]1[CH:10]=[CH:9][C:5]([C:6](Cl)=[O:7])=[C:4]([Cl:11])[CH:3]=1.[CH3:12][O:13][C:14](=[O:20])[CH:15]=[C:16]([NH:18][CH3:19])[CH3:17]. (4) Given the product [Cl:1][C:2]1[CH:3]=[C:4]2[C:10]3([CH2:11][CH2:12][N:13]([C:16]([O:18][C:19]([CH3:22])([CH3:21])[CH3:20])=[O:17])[CH2:14][CH2:15]3)[CH2:9][N:8]([C:23]3[C:24]4[C@H:31]([CH3:32])[CH2:30][C@@H:29]([OH:33])[C:25]=4[N:26]=[CH:27][N:28]=3)[C:5]2=[CH:6][CH:7]=1, predict the reactants needed to synthesize it. The reactants are: [Cl:1][C:2]1[CH:3]=[C:4]2[C:10]3([CH2:15][CH2:14][N:13]([C:16]([O:18][C:19]([CH3:22])([CH3:21])[CH3:20])=[O:17])[CH2:12][CH2:11]3)[CH2:9][N:8]([C:23]3[C:24]4[C@H:31]([CH3:32])[CH2:30][C@@H:29]([O:33]C(=O)C5C=CC([N+]([O-])=O)=CC=5)[C:25]=4[N:26]=[CH:27][N:28]=3)[C:5]2=[CH:6][CH:7]=1.O[Li].O. (5) Given the product [CH3:1][O:2][CH:3]1[CH2:4][CH2:5][N:6]([C:9]2[N:14]=[C:13]([NH:15][C:16]3[N:21]=[CH:20][C:19]4[N:22]=[C:23]([C:26]5[CH:30]=[N:29][NH:28][CH:27]=5)[N:24]([CH3:25])[C:18]=4[CH:17]=3)[CH:12]=[CH:11][N:10]=2)[CH2:7][CH2:8]1, predict the reactants needed to synthesize it. The reactants are: [CH3:1][O:2][CH:3]1[CH2:8][CH2:7][N:6]([C:9]2[N:14]=[C:13]([NH:15][C:16]3[N:21]=[CH:20][C:19]4[N:22]=[C:23]([C:26]5[CH:27]=[N:28][N:29](COCC[Si](C)(C)C)[CH:30]=5)[N:24]([CH3:25])[C:18]=4[CH:17]=3)[CH:12]=[CH:11][N:10]=2)[CH2:5][CH2:4]1. (6) Given the product [S:18]([NH:1][C:2]1[CH:9]=[CH:8][CH:7]=[C:6]([C:10]#[C:11][CH2:12][Si:13]([CH3:14])([CH3:16])[CH3:15])[C:3]=1[C:4]#[N:5])(=[O:20])(=[O:19])[NH2:17], predict the reactants needed to synthesize it. The reactants are: [NH2:1][C:2]1[CH:9]=[CH:8][CH:7]=[C:6]([C:10]#[C:11][CH2:12][Si:13]([CH3:16])([CH3:15])[CH3:14])[C:3]=1[C:4]#[N:5].[NH2:17][S:18](N)(=[O:20])=[O:19]. (7) Given the product [CH2:25]([O:27][C:28](=[O:37])[CH2:29][S:30][C:31]1[S:35][C:34]([NH:36][C:9](=[O:11])[C:8]2[CH:12]=[C:13]([O:15][C:16]3[CH:21]=[CH:20][CH:19]=[C:18]([O:22][CH3:23])[CH:17]=3)[CH:14]=[C:6]([O:5][C@@H:4]([CH3:24])[CH2:3][O:2][CH3:1])[CH:7]=2)=[N:33][CH:32]=1)[CH3:26], predict the reactants needed to synthesize it. The reactants are: [CH3:1][O:2][CH2:3][C@H:4]([CH3:24])[O:5][C:6]1[CH:7]=[C:8]([CH:12]=[C:13]([O:15][C:16]2[CH:21]=[CH:20][CH:19]=[C:18]([O:22][CH3:23])[CH:17]=2)[CH:14]=1)[C:9]([OH:11])=O.[CH2:25]([O:27][C:28](=[O:37])[CH2:29][S:30][C:31]1[S:35][C:34]([NH2:36])=[N:33][CH:32]=1)[CH3:26]. (8) Given the product [F:17][C:2]1([F:1])[O:6][C:5]2[CH:7]=[CH:8][C:9]([C:11]3([C:14]([NH:42][C@H:43]4[CH2:48][CH2:47][O:46][C@@H:45]([C:49]5[CH:58]=[CH:57][CH:56]=[CH:55][C:50]=5[C:51]([O:53][CH3:54])=[O:52])[CH2:44]4)=[O:16])[CH2:12][CH2:13]3)=[CH:10][C:4]=2[O:3]1, predict the reactants needed to synthesize it. The reactants are: [F:1][C:2]1([F:17])[O:6][C:5]2[CH:7]=[CH:8][C:9]([C:11]3([C:14]([OH:16])=O)[CH2:13][CH2:12]3)=[CH:10][C:4]=2[O:3]1.CN(C(ON1N=NC2C=CC=NC1=2)=[N+](C)C)C.F[P-](F)(F)(F)(F)F.[NH2:42][C@H:43]1[CH2:48][CH2:47][O:46][C@@H:45]([C:49]2[CH:58]=[CH:57][CH:56]=[CH:55][C:50]=2[C:51]([O:53][CH3:54])=[O:52])[CH2:44]1.C(N(C(C)C)C(C)C)C.